Predict the reaction yield, written as a fraction of the theoretical maximum amount of product (1.0 means a 100% yield; for example, 0.34 means a 34% yield). From a dataset of Reaction yield outcomes from USPTO patents with 853,638 reactions. The reactants are [C:1]1(=[O:6])[CH2:5][CH2:4][CH2:3][CH2:2]1.[OH-].[Na+].P(=O)(O)(O)O.P([O-])([O-])([O-])=O.[Na+].[Na+].[Na+].[CH:22](=[O:27])[CH2:23][CH2:24][CH2:25][CH3:26]. The yield is 0.581. The product is [OH:27][CH:22]([CH:2]1[CH2:3][CH2:4][CH2:5][C:1]1=[O:6])[CH2:23][CH2:24][CH2:25][CH3:26]. The catalyst is C(=C1CCCC1=O)CCCC.